From a dataset of Peptide-MHC class I binding affinity with 185,985 pairs from IEDB/IMGT. Regression. Given a peptide amino acid sequence and an MHC pseudo amino acid sequence, predict their binding affinity value. This is MHC class I binding data. (1) The peptide sequence is GLNLEGSGV. The MHC is HLA-A02:01 with pseudo-sequence HLA-A02:01. The binding affinity (normalized) is 0.237. (2) The peptide sequence is TVIRFWHAM. The MHC is HLA-B07:02 with pseudo-sequence HLA-B07:02. The binding affinity (normalized) is 0.306. (3) The peptide sequence is FATTPVCEY. The MHC is HLA-A23:01 with pseudo-sequence HLA-A23:01. The binding affinity (normalized) is 0.0847. (4) The peptide sequence is GHLAASVTL. The MHC is HLA-B44:02 with pseudo-sequence HLA-B44:02. The binding affinity (normalized) is 0.0847. (5) The peptide sequence is TMNVTTHKY. The MHC is HLA-A24:02 with pseudo-sequence HLA-A24:02. The binding affinity (normalized) is 0. (6) The peptide sequence is KVFPYALINK. The MHC is HLA-A68:23 with pseudo-sequence HLA-A68:23. The binding affinity (normalized) is 0.386.